From a dataset of Full USPTO retrosynthesis dataset with 1.9M reactions from patents (1976-2016). Predict the reactants needed to synthesize the given product. (1) Given the product [NH2:37][CH2:36][C:18]1([C:12]2[CH:13]=[CH:14][CH:15]=[CH:16][CH:17]=2)[CH2:23][CH2:22][N:21]([CH2:24][CH2:25][C:26]2[CH:31]=[CH:30][CH:29]=[CH:28][C:27]=2[C:32]([F:35])([F:33])[F:34])[CH2:20][CH2:19]1, predict the reactants needed to synthesize it. The reactants are: [H-].[Al+3].[Li+].[H-].[H-].[H-].O1CCCC1.[C:12]1([C:18]2([C:36]#[N:37])[CH2:23][CH2:22][N:21]([CH2:24][CH2:25][C:26]3[CH:31]=[CH:30][CH:29]=[CH:28][C:27]=3[C:32]([F:35])([F:34])[F:33])[CH2:20][CH2:19]2)[CH:17]=[CH:16][CH:15]=[CH:14][CH:13]=1.[OH-].[Na+]. (2) Given the product [Br:1][C:2]1[NH:11][C:5]2[N:6]=[CH:7][N:8]=[C:9]([O:13][C:12]3[CH:19]=[CH:18][CH:17]=[C:15]([OH:16])[CH:14]=3)[C:4]=2[CH:3]=1, predict the reactants needed to synthesize it. The reactants are: [Br:1][C:2]1[NH:11][C:5]2[N:6]=[CH:7][N:8]=[C:9](Cl)[C:4]=2[CH:3]=1.[C:12]1([CH:19]=[CH:18][CH:17]=[C:15]([OH:16])[CH:14]=1)[OH:13].C(N(C(C)C)CC)(C)C. (3) Given the product [O:8]1[CH:9]=[CH:10][CH:11]=[C:7]1[C:5]1[C:4]([C:12]2[CH:13]=[CH:14][N:15]=[CH:16][CH:17]=2)=[CH:3][N:20]=[C:21]([NH2:23])[N:22]=1, predict the reactants needed to synthesize it. The reactants are: CN(C)[CH:3]=[C:4]([C:12]1[CH:17]=[CH:16][N:15]=[CH:14][CH:13]=1)[C:5]([C:7]1[O:8][CH:9]=[CH:10][CH:11]=1)=O.Cl.[NH2:20][C:21]([NH2:23])=[NH:22].C(=O)([O-])[O-].[K+].[K+].